The task is: Regression/Classification. Given a drug SMILES string, predict its absorption, distribution, metabolism, or excretion properties. Task type varies by dataset: regression for continuous measurements (e.g., permeability, clearance, half-life) or binary classification for categorical outcomes (e.g., BBB penetration, CYP inhibition). Dataset: cyp2c9_veith.. This data is from CYP2C9 inhibition data for predicting drug metabolism from PubChem BioAssay. The molecule is N=C(N)SCCc1ccc(OCc2ccc([N+](=O)[O-])cc2)cc1. The result is 0 (non-inhibitor).